Task: Predict the product of the given reaction.. Dataset: Forward reaction prediction with 1.9M reactions from USPTO patents (1976-2016) (1) The product is: [Br:1][C:2]1[N:6]2[CH:7]=[CH:8][CH:9]=[CH:10][C:5]2=[N:4][C:3]=1[CH2:11][NH2:12]. Given the reactants [Br:1][C:2]1[N:6]2[CH:7]=[CH:8][CH:9]=[CH:10][C:5]2=[N:4][C:3]=1[CH2:11][N:12]1C(=O)C2C(=CC=CC=2)C1=O.NN, predict the reaction product. (2) Given the reactants Cl[C:2]1[N:3]([CH2:10][C@@:11]([CH3:26])([OH:25])[CH2:12][N:13]2[CH2:18][CH2:17][CH:16]([C:19]3[CH:24]=[CH:23][CH:22]=[CH:21][CH:20]=3)[CH2:15][CH2:14]2)[CH:4]=[C:5]([N+:7]([O-:9])=[O:8])[N:6]=1.[H-].[Na+].O, predict the reaction product. The product is: [CH3:26][C@@:11]1([CH2:12][N:13]2[CH2:18][CH2:17][CH:16]([C:19]3[CH:24]=[CH:23][CH:22]=[CH:21][CH:20]=3)[CH2:15][CH2:14]2)[O:25][C:2]2=[N:6][C:5]([N+:7]([O-:9])=[O:8])=[CH:4][N:3]2[CH2:10]1.